From a dataset of Forward reaction prediction with 1.9M reactions from USPTO patents (1976-2016). Predict the product of the given reaction. (1) Given the reactants [C:1]([O:9][N:10]1[C:14]2[CH:15]=[CH:16][CH:17]=[C:18]([N:19]([CH:21]3[CH2:26][CH2:25][N:24]([CH2:27][CH2:28][CH2:29][CH3:30])[CH2:23][CH2:22]3)[CH3:20])[C:13]=2N=N1)(=[O:8])[C:2]1C=CC=CC=1.[NH2:31][C:32]1[CH:56]=[CH:55][C:35]([O:36][C:37]2[C:42]([O:43][CH3:44])=[CH:41][C:40]([NH:45][C:46]([NH:48][CH:49]([CH2:52][CH3:53])[CH2:50][CH3:51])=[O:47])=[C:39]([F:54])[CH:38]=2)=[CH:34][CH:33]=1.CN([CH:60]=[O:61])C, predict the reaction product. The product is: [CH2:27]([N:24]1[CH2:23][CH2:22][CH:21]([N:19]([CH3:20])[C:18]2[CH:13]=[CH:14][C:15]([C:60]([NH:31][C:32]3[CH:56]=[CH:55][C:35]([O:36][C:37]4[CH:38]=[C:39]([F:54])[C:40]([NH:45][C:46]([NH:48][CH:49]([CH2:50][CH3:51])[CH2:52][CH3:53])=[O:47])=[CH:41][C:42]=4[O:43][CH3:44])=[CH:34][CH:33]=3)=[O:61])=[CH:16][CH:17]=2)[CH2:26][CH2:25]1)[CH2:28][CH2:29][CH3:30].[C:1]([O:9][CH2:32][CH3:33])(=[O:8])[CH3:2].[CH3:1][OH:8].[NH4+:10].[OH-:8]. (2) Given the reactants O.CCN=C=NCCCN(C)C.Cl.F[C:15]1[CH:20]=[CH:19][C:18](O)=[C:17]([NH2:22])[CH:16]=1.CC1N(C(=O)C2C=C(C)C=CC=2[N:38]2[N:42]=CC=N2)CC(C(O)=O)CC1.C([O-])(O)=[O:48].[Na+], predict the reaction product. The product is: [CH:15]1[CH:20]=[CH:19][C:18]2[N:42]([OH:48])[N:38]=[N:22][C:17]=2[CH:16]=1.